Dataset: Orexin1 receptor HTS with 218,158 compounds and 233 confirmed actives. Task: Binary Classification. Given a drug SMILES string, predict its activity (active/inactive) in a high-throughput screening assay against a specified biological target. The compound is S(=O)(=O)(CCC(=O)Nc1sc(c(c1C(=O)NC)C)C)c1ccc(cc1)C. The result is 0 (inactive).